Dataset: Forward reaction prediction with 1.9M reactions from USPTO patents (1976-2016). Task: Predict the product of the given reaction. (1) The product is: [Cl:1][C:2]1[CH:10]=[CH:9][CH:8]=[CH:7][C:3]=1[C:4]([NH:20][CH2:19][CH:18]([C:15]1[CH:16]=[N:17][C:12]([CH3:11])=[N:13][CH:14]=1)[CH2:21][C:22]1([C:25]([F:26])([F:27])[F:28])[CH2:24][CH2:23]1)=[O:6]. Given the reactants [Cl:1][C:2]1[CH:10]=[CH:9][CH:8]=[CH:7][C:3]=1[C:4]([OH:6])=O.[CH3:11][C:12]1[N:17]=[CH:16][C:15]([CH:18]([CH2:21][C:22]2([C:25]([F:28])([F:27])[F:26])[CH2:24][CH2:23]2)[CH2:19][NH2:20])=[CH:14][N:13]=1, predict the reaction product. (2) Given the reactants [Cl:1][C:2]1[C:7]([Cl:8])=[CH:6][C:5]([O:9][CH2:10][C:11](OCC)=[O:12])=[C:4]([N+:16]([O-])=O)[CH:3]=1.O.O.Cl[Sn]Cl.CC#N.O.FC(F)(F)C(O)=O, predict the reaction product. The product is: [Cl:1][C:2]1[C:7]([Cl:8])=[CH:6][C:5]2[O:9][CH2:10][C:11](=[O:12])[NH:16][C:4]=2[CH:3]=1. (3) Given the reactants [CH2:1]([S:3][C:4]1[CH:12]=[CH:11][C:10]([S:13]([CH3:16])(=[O:15])=[O:14])=[CH:9][C:5]=1[C:6]([OH:8])=O)[CH3:2].Cl.[F:18][C:19]([F:32])([F:31])[C:20]1[S:24][C:23]([N:25]2[CH2:30][CH2:29][NH:28][CH2:27][CH2:26]2)=[N:22][CH:21]=1, predict the reaction product. The product is: [CH2:1]([S:3][C:4]1[CH:12]=[CH:11][C:10]([S:13]([CH3:16])(=[O:15])=[O:14])=[CH:9][C:5]=1[C:6]([N:28]1[CH2:29][CH2:30][N:25]([C:23]2[S:24][C:20]([C:19]([F:32])([F:18])[F:31])=[CH:21][N:22]=2)[CH2:26][CH2:27]1)=[O:8])[CH3:2].